From a dataset of Full USPTO retrosynthesis dataset with 1.9M reactions from patents (1976-2016). Predict the reactants needed to synthesize the given product. Given the product [Cl:16][C:8]1[CH:9]=[C:10]([Cl:15])[C:11]([O:13][CH3:14])=[CH:12][C:7]=1[NH:6][C:4]1[C:24]2[C:19](=[CH:20][C:21]([I:27])=[C:22]([O:25][CH3:26])[CH:23]=2)[N:18]=[CH:17][C:3]=1[C:1]#[N:2], predict the reactants needed to synthesize it. The reactants are: [C:1]([C:3](=[CH:17][NH:18][C:19]1[CH:24]=[CH:23][C:22]([O:25][CH3:26])=[C:21]([I:27])[CH:20]=1)[C:4]([NH:6][C:7]1[CH:12]=[C:11]([O:13][CH3:14])[C:10]([Cl:15])=[CH:9][C:8]=1[Cl:16])=O)#[N:2].CO.P(Cl)(Cl)(Cl)=O.